From a dataset of CYP2C19 inhibition data for predicting drug metabolism from PubChem BioAssay. Regression/Classification. Given a drug SMILES string, predict its absorption, distribution, metabolism, or excretion properties. Task type varies by dataset: regression for continuous measurements (e.g., permeability, clearance, half-life) or binary classification for categorical outcomes (e.g., BBB penetration, CYP inhibition). Dataset: cyp2c19_veith. (1) The drug is COc1ccccc1CNc1ccnc(-c2ccc3c(c2)OCO3)n1. The result is 1 (inhibitor). (2) The molecule is O=C(NCCc1ccccc1)c1noc2c1CCc1ccccc1-2. The result is 1 (inhibitor). (3) The molecule is COC(=O)c1nnn(Cc2ccccc2)c1N. The result is 0 (non-inhibitor).